From a dataset of Reaction yield outcomes from USPTO patents with 853,638 reactions. Predict the reaction yield, written as a fraction of the theoretical maximum amount of product (1.0 means a 100% yield; for example, 0.34 means a 34% yield). (1) The reactants are Br[C:2]1[C:10]2[O:9][C:8]3[CH:11]=[CH:12][C:13]([C:15]#[N:16])=[CH:14][C:7]=3[C:6]=2[CH:5]=[C:4]([F:17])[C:3]=1[OH:18].[F:19][C:20]1[CH:25]=[CH:24][CH:23]=[CH:22][C:21]=1B(O)O.C(=O)([O-])[O-].[Na+].[Na+]. The catalyst is C(COC)OC.C1C=CC([P]([Pd]([P](C2C=CC=CC=2)(C2C=CC=CC=2)C2C=CC=CC=2)([P](C2C=CC=CC=2)(C2C=CC=CC=2)C2C=CC=CC=2)[P](C2C=CC=CC=2)(C2C=CC=CC=2)C2C=CC=CC=2)(C2C=CC=CC=2)C2C=CC=CC=2)=CC=1. The product is [F:17][C:4]1[C:3]([OH:18])=[C:2]([C:21]2[CH:22]=[CH:23][CH:24]=[CH:25][C:20]=2[F:19])[C:10]2[O:9][C:8]3[CH:11]=[CH:12][C:13]([C:15]#[N:16])=[CH:14][C:7]=3[C:6]=2[CH:5]=1. The yield is 0.220. (2) The reactants are CC(C)([O-])C.[K+].[C:7]([O:11][C:12](=[O:30])[NH:13][C:14]([CH3:29])([CH3:28])[CH2:15][N:16]([C:24](=[O:27])[CH2:25]Br)[C:17]1[CH:22]=[CH:21][CH:20]=[CH:19][C:18]=1[Cl:23])([CH3:10])([CH3:9])[CH3:8].[Cl-].[NH4+]. The catalyst is O1CCCC1.O. The product is [C:7]([O:11][C:12]([N:13]1[CH2:25][C:24](=[O:27])[N:16]([C:17]2[CH:22]=[CH:21][CH:20]=[CH:19][C:18]=2[Cl:23])[CH2:15][C:14]1([CH3:29])[CH3:28])=[O:30])([CH3:10])([CH3:9])[CH3:8]. The yield is 0.810. (3) The reactants are [I:1][C:2]1[CH:7]=[CH:6][C:5]([OH:8])=[CH:4][CH:3]=1.[O:9]1[CH:14]=[CH:13][CH2:12][CH2:11][CH2:10]1.C1(C)C(S(O)(=O)=O)=CC=CC=1. The catalyst is C(Cl)Cl.CC1C=CC(S(O)(=O)=O)=CC=1. The product is [I:1][C:2]1[CH:7]=[CH:6][C:5]([O:8][CH:10]2[CH2:11][CH2:12][CH2:13][CH2:14][O:9]2)=[CH:4][CH:3]=1. The yield is 0.920. (4) The yield is 0.970. The catalyst is C(Cl)Cl. The reactants are [CH:1]1[C:11]2[CH2:10][CH2:9][C:8]3[CH:12]=[CH:13][CH:14]=[CH:15][C:7]=3[C:6](=[CH:16][C:17]3[CH:18]=[CH:19][C:20]([O:28]C)=[C:21]([NH:23][S:24]([CH3:27])(=[O:26])=[O:25])[CH:22]=3)[C:5]=2[CH:4]=[CH:3][CH:2]=1.B(Br)(Br)Br.C([O-])(O)=O.[Na+]. The product is [CH:1]1[C:11]2[CH2:10][CH2:9][C:8]3[CH:12]=[CH:13][CH:14]=[CH:15][C:7]=3[C:6](=[CH:16][C:17]3[CH:18]=[CH:19][C:20]([OH:28])=[C:21]([NH:23][S:24]([CH3:27])(=[O:26])=[O:25])[CH:22]=3)[C:5]=2[CH:4]=[CH:3][CH:2]=1. (5) The reactants are [CH3:1][Si:2]([CH3:15])([CH3:14])[CH2:3][CH2:4][O:5][CH2:6][N:7]1[CH:11]=[C:10]([C:12]#[N:13])[N:9]=[CH:8]1.C1C(=O)N([Br:23])C(=O)C1.CC(N=NC(C#N)(C)C)(C#N)C. The catalyst is C(Cl)(Cl)(Cl)Cl.CCOC(C)=O. The product is [Br:23][C:8]1[N:7]([CH2:6][O:5][CH2:4][CH2:3][Si:2]([CH3:15])([CH3:14])[CH3:1])[CH:11]=[C:10]([C:12]#[N:13])[N:9]=1. The yield is 0.770.